Dataset: NCI-60 drug combinations with 297,098 pairs across 59 cell lines. Task: Regression. Given two drug SMILES strings and cell line genomic features, predict the synergy score measuring deviation from expected non-interaction effect. (1) Drug 1: C1CCC(CC1)NC(=O)N(CCCl)N=O. Drug 2: C1=NC2=C(N1)C(=S)N=C(N2)N. Cell line: SK-MEL-2. Synergy scores: CSS=36.9, Synergy_ZIP=-4.07, Synergy_Bliss=3.26, Synergy_Loewe=3.04, Synergy_HSA=3.23. (2) Synergy scores: CSS=39.2, Synergy_ZIP=-2.54, Synergy_Bliss=0.565, Synergy_Loewe=-43.9, Synergy_HSA=1.38. Drug 2: CCC1=C2CN3C(=CC4=C(C3=O)COC(=O)C4(CC)O)C2=NC5=C1C=C(C=C5)O. Cell line: COLO 205. Drug 1: CCC(=C(C1=CC=CC=C1)C2=CC=C(C=C2)OCCN(C)C)C3=CC=CC=C3.C(C(=O)O)C(CC(=O)O)(C(=O)O)O.